Task: Predict the reactants needed to synthesize the given product.. Dataset: Full USPTO retrosynthesis dataset with 1.9M reactions from patents (1976-2016) Given the product [F:1][C:2]1[CH:3]=[CH:4][C:5]2[S:11][C:10]3[CH:12]=[CH:13][CH:14]=[CH:15][C:9]=3[N:8]=[C:7]([N:16]3[CH2:21][CH2:20][N:19]([C:30](=[O:32])[CH3:31])[CH2:18][CH2:17]3)[C:6]=2[CH:22]=1, predict the reactants needed to synthesize it. The reactants are: [F:1][C:2]1[CH:3]=[CH:4][C:5]2[S:11][C:10]3[CH:12]=[CH:13][CH:14]=[CH:15][C:9]=3[N:8]=[C:7]([N:16]3[CH2:21][CH2:20][NH:19][CH2:18][CH2:17]3)[C:6]=2[CH:22]=1.C(N(CC)CC)C.[C:30](Cl)(=[O:32])[CH3:31].